This data is from Peptide-MHC class I binding affinity with 185,985 pairs from IEDB/IMGT. The task is: Regression. Given a peptide amino acid sequence and an MHC pseudo amino acid sequence, predict their binding affinity value. This is MHC class I binding data. (1) The binding affinity (normalized) is 0.585. The MHC is Mamu-A11 with pseudo-sequence Mamu-A11. The peptide sequence is AEKLWVTVY. (2) The peptide sequence is YTAVVPLVY. The MHC is HLA-A30:01 with pseudo-sequence HLA-A30:01. The binding affinity (normalized) is 0. (3) The peptide sequence is KQSSFLSSL. The MHC is BoLA-D18.4 with pseudo-sequence BoLA-D18.4. The binding affinity (normalized) is 0.640. (4) The peptide sequence is ASGNLLLDK. The MHC is HLA-A33:01 with pseudo-sequence HLA-A33:01. The binding affinity (normalized) is 0. (5) The peptide sequence is TMERTNDLT. The MHC is HLA-A02:02 with pseudo-sequence HLA-A02:02. The binding affinity (normalized) is 0.122.